Dataset: Acute oral toxicity (LD50) regression data from Zhu et al.. Task: Regression/Classification. Given a drug SMILES string, predict its toxicity properties. Task type varies by dataset: regression for continuous values (e.g., LD50, hERG inhibition percentage) or binary classification for toxic/non-toxic outcomes (e.g., AMES mutagenicity, cardiotoxicity, hepatotoxicity). Dataset: ld50_zhu. (1) The molecule is O=C(OC1CCC(N2CCCCC2)CC1)C1CCCCC1. The rat oral LD50 is 2.07, given as -log10 of the dose in mol/kg body weight (higher means more acutely toxic). (2) The drug is CCCSC(=O)Cl. The rat oral LD50 is 2.09, given as -log10 of the dose in mol/kg body weight (higher means more acutely toxic).